This data is from Full USPTO retrosynthesis dataset with 1.9M reactions from patents (1976-2016). The task is: Predict the reactants needed to synthesize the given product. (1) Given the product [CH2:26]([NH:22][C:21]([C:18]1[CH:19]=[CH:20][C:15]2[N:16]([C:12]([CH2:11][C:7]3[CH:6]=[C:5]4[C:10](=[CH:9][CH:8]=3)[N:1]=[CH:2][CH:3]=[CH:4]4)=[CH:13][N:14]=2)[N:17]=1)=[O:23])[CH3:27], predict the reactants needed to synthesize it. The reactants are: [N:1]1[C:10]2[C:5](=[CH:6][C:7]([CH2:11][C:12]3[N:16]4[N:17]=[C:18]([C:21]#[N:22])[CH:19]=[CH:20][C:15]4=[N:14][CH:13]=3)=[CH:8][CH:9]=2)[CH:4]=[CH:3][CH:2]=1.[OH-:23].[Na+].Cl.[C:26](Cl)(=O)[C:27](Cl)=O.C(N)C. (2) Given the product [O:1]([C:8]1[CH:9]=[CH:10][C:11]([O:14][C:23]2[CH:28]=[CH:27][C:26]([CH2:29][CH2:30][OH:31])=[CH:25][CH:24]=2)=[CH:12][CH:13]=1)[C:2]1[CH:7]=[CH:6][CH:5]=[CH:4][CH:3]=1, predict the reactants needed to synthesize it. The reactants are: [O:1]([C:8]1[CH:13]=[CH:12][C:11]([OH:14])=[CH:10][CH:9]=1)[C:2]1[CH:7]=[CH:6][CH:5]=[CH:4][CH:3]=1.C1COCC1.[OH-].[Na+].Br[C:23]1[CH:28]=[CH:27][C:26]([CH2:29][CH2:30][O:31]CC2C=CC=CC=2)=[CH:25][CH:24]=1. (3) Given the product [CH3:50][C:41]1([CH3:51])[CH2:42][N:43]([CH:46]2[CH2:49][O:48][CH2:47]2)[CH2:44][CH2:45][N:40]1[C:37]1[CH:38]=[CH:39][C:34]([NH:33][C:31]2[C:30](=[O:52])[N:29]([CH3:53])[CH:28]=[C:27]([C:7]3[C:6]([CH2:5][OH:4])=[C:11]([N:12]4[CH2:24][CH2:23][N:15]5[C:16]6[CH2:17][CH2:18][CH2:19][CH2:20][C:21]=6[CH:22]=[C:14]5[C:13]4=[O:25])[CH:10]=[C:9]([F:26])[CH:8]=3)[CH:32]=2)=[N:35][CH:36]=1, predict the reactants needed to synthesize it. The reactants are: C([O:4][CH2:5][C:6]1[C:11]([N:12]2[CH2:24][CH2:23][N:15]3[C:16]4[CH2:17][CH2:18][CH2:19][CH2:20][C:21]=4[CH:22]=[C:14]3[C:13]2=[O:25])=[CH:10][C:9]([F:26])=[CH:8][C:7]=1[C:27]1[CH:32]=[C:31]([NH:33][C:34]2[CH:39]=[CH:38][C:37]([N:40]3[CH2:45][CH2:44][N:43]([CH:46]4[CH2:49][O:48][CH2:47]4)[CH2:42][C:41]3([CH3:51])[CH3:50])=[CH:36][N:35]=2)[C:30](=[O:52])[N:29]([CH3:53])[CH:28]=1)(=O)C.[OH-].[Li+].C(O)(C)C.C1COCC1. (4) Given the product [Cl:16][C:17]1[CH:18]=[C:19]([CH:20]([C:11]2[CH:12]=[N:13][CH:14]=[CH:15][C:10]=2[Cl:9])[OH:21])[CH:22]=[CH:23][CH:24]=1, predict the reactants needed to synthesize it. The reactants are: [Li+].CC([N-]C(C)C)C.[Cl:9][C:10]1[CH:15]=[CH:14][N:13]=[CH:12][CH:11]=1.[Cl:16][C:17]1[CH:18]=[C:19]([CH:22]=[CH:23][CH:24]=1)[CH:20]=[O:21].[NH4+].[Cl-]. (5) Given the product [CH3:1][O:2][C:3]([C:5]1[CH:9]=[C:8]([C:10]2[CH:15]=[CH:14][C:13]([Cl:16])=[C:12]([CH3:17])[CH:11]=2)[N:7]([CH2:20][C:21]2[CH:28]=[CH:27][C:24]([CH3:25])=[CH:23][CH:22]=2)[N:6]=1)=[O:4], predict the reactants needed to synthesize it. The reactants are: [CH3:1][O:2][C:3]([C:5]1[CH:9]=[C:8]([C:10]2[CH:15]=[CH:14][C:13]([Cl:16])=[C:12]([CH3:17])[CH:11]=2)[NH:7][N:6]=1)=[O:4].[H-].[Na+].[CH3:20][C:21]1[CH:28]=[CH:27][C:24]([CH2:25]Br)=[CH:23][CH:22]=1. (6) The reactants are: [Cl:1][C:2]1[CH:3]=[C:4]([C:9]2([C:24]([F:27])([F:26])[F:25])[CH2:13][C:12]([C:14]3[CH:22]=[CH:21][C:17]([C:18]([OH:20])=O)=[C:16]([CH3:23])[CH:15]=3)=[CH:11][S:10]2)[CH:5]=[C:6]([Cl:8])[CH:7]=1.CN(C([O:35][N:36]1N=N[C:38]2C=CC=N[C:37]1=2)=[N+](C)C)C.F[P-](F)(F)(F)(F)F.O=S1[CH2:56][CH:55]([NH2:57])[CH2:54]1.C(N(CC)CC)C.CN(C=[O:69])C. Given the product [Cl:8][C:6]1[CH:5]=[C:4]([C:9]2([C:24]([F:26])([F:25])[F:27])[CH2:13][C:12]([C:14]3[CH:22]=[CH:21][C:17]([C:18]([NH:57][C@@H:55]4[CH2:56][O:35][N:36]([CH2:37][CH3:38])[C:54]4=[O:69])=[O:20])=[C:16]([CH3:23])[CH:15]=3)=[CH:11][S:10]2)[CH:3]=[C:2]([Cl:1])[CH:7]=1, predict the reactants needed to synthesize it.